The task is: Regression. Given two drug SMILES strings and cell line genomic features, predict the synergy score measuring deviation from expected non-interaction effect.. This data is from Merck oncology drug combination screen with 23,052 pairs across 39 cell lines. (1) Drug 1: CN(Cc1cnc2nc(N)nc(N)c2n1)c1ccc(C(=O)NC(CCC(=O)O)C(=O)O)cc1. Drug 2: O=C(NOCC(O)CO)c1ccc(F)c(F)c1Nc1ccc(I)cc1F. Cell line: MDAMB436. Synergy scores: synergy=-1.77. (2) Drug 1: CN(Cc1cnc2nc(N)nc(N)c2n1)c1ccc(C(=O)NC(CCC(=O)O)C(=O)O)cc1. Drug 2: COC1=C2CC(C)CC(OC)C(O)C(C)C=C(C)C(OC(N)=O)C(OC)C=CC=C(C)C(=O)NC(=CC1=O)C2=O. Cell line: HCT116. Synergy scores: synergy=-49.4.